Dataset: Reaction yield outcomes from USPTO patents with 853,638 reactions. Task: Predict the reaction yield, written as a fraction of the theoretical maximum amount of product (1.0 means a 100% yield; for example, 0.34 means a 34% yield). (1) The reactants are [CH3:1][O:2][C:3]1[C:4](=[O:31])[C:5]([CH3:30])=[C:6]([CH2:12][C:13]2[CH:14]=[CH:15][C:16]([C:22]3[CH:27]=[CH:26][CH:25]=[C:24]([O:28][CH3:29])[CH:23]=3)=[C:17]([CH:21]=2)[C:18](O)=[O:19])[C:7](=[O:11])[C:8]=1[O:9][CH3:10].[NH:32]1[CH2:37][CH2:36][CH2:35][CH2:34][CH2:33]1.CCN=C=NCCCN(C)C.Cl. The catalyst is C(Cl)Cl.CN(C)C1C=CN=CC=1. The product is [CH3:1][O:2][C:3]1[C:4](=[O:31])[C:5]([CH3:30])=[C:6]([CH2:12][C:13]2[CH:14]=[CH:15][C:16]([C:22]3[CH:27]=[CH:26][CH:25]=[C:24]([O:28][CH3:29])[CH:23]=3)=[C:17]([CH:21]=2)[C:18]([N:32]2[CH2:37][CH2:36][CH2:35][CH2:34][CH2:33]2)=[O:19])[C:7](=[O:11])[C:8]=1[O:9][CH3:10]. The yield is 0.500. (2) The reactants are [CH3:1][CH:2]([N:4]1[C:12]2[CH:11]=[C:10]([C:13]([F:16])([F:15])[F:14])[CH:9]=[C:8]([C:17](O)=[O:18])[C:7]=2[CH:6]=[CH:5]1)[CH3:3].[NH2:20][CH2:21][C:22]1[C:23](=[O:30])[NH:24][C:25]([CH3:29])=[CH:26][C:27]=1[CH3:28].CN1CCOCC1.ON1C2N=CC=CC=2N=N1.C(Cl)CCl. The catalyst is CS(C)=O. The product is [CH3:28][C:27]1[CH:26]=[C:25]([CH3:29])[NH:24][C:23](=[O:30])[C:22]=1[CH2:21][NH:20][C:17]([C:8]1[C:7]2[CH:6]=[CH:5][N:4]([CH:2]([CH3:3])[CH3:1])[C:12]=2[CH:11]=[C:10]([C:13]([F:15])([F:16])[F:14])[CH:9]=1)=[O:18]. The yield is 0.630. (3) The reactants are C[O:2][C:3]([C:5]1[N:10]=[C:9]([C:11]2[CH:19]=[CH:18][CH:17]=[C:16]3[C:12]=2[CH:13]=[CH:14][NH:15]3)[CH:8]=[C:7]([N:20]2[CH2:25][CH2:24][O:23][CH2:22][CH2:21]2)[N:6]=1)=O.[OH-].[Li+].[CH3:28][N:29](C(ON1N=NC2C=CC=NC1=2)=[N+](C)C)[CH3:30].F[P-](F)(F)(F)(F)F.CCN(C(C)C)C(C)C.CN(C)CCN. The product is [CH3:28][N:29]([CH3:30])[C:3]([C:5]1[N:10]=[C:9]([C:11]2[CH:19]=[CH:18][CH:17]=[C:16]3[C:12]=2[CH:13]=[CH:14][NH:15]3)[CH:8]=[C:7]([N:20]2[CH2:25][CH2:24][O:23][CH2:22][CH2:21]2)[N:6]=1)=[O:2]. The catalyst is O1CCOCC1. The yield is 0.100.